This data is from NCI-60 drug combinations with 297,098 pairs across 59 cell lines. The task is: Regression. Given two drug SMILES strings and cell line genomic features, predict the synergy score measuring deviation from expected non-interaction effect. (1) Drug 1: CCC(=C(C1=CC=CC=C1)C2=CC=C(C=C2)OCCN(C)C)C3=CC=CC=C3.C(C(=O)O)C(CC(=O)O)(C(=O)O)O. Drug 2: CC1CCC2CC(C(=CC=CC=CC(CC(C(=O)C(C(C(=CC(C(=O)CC(OC(=O)C3CCCCN3C(=O)C(=O)C1(O2)O)C(C)CC4CCC(C(C4)OC)OCCO)C)C)O)OC)C)C)C)OC. Cell line: 786-0. Synergy scores: CSS=0.734, Synergy_ZIP=0.798, Synergy_Bliss=6.52, Synergy_Loewe=1.09, Synergy_HSA=1.33. (2) Drug 1: C1=CN(C=N1)CC(O)(P(=O)(O)O)P(=O)(O)O. Drug 2: C1CN(CCN1C(=O)CCBr)C(=O)CCBr. Cell line: SNB-19. Synergy scores: CSS=13.8, Synergy_ZIP=-1.05, Synergy_Bliss=2.86, Synergy_Loewe=3.69, Synergy_HSA=3.09. (3) Drug 1: CCCS(=O)(=O)NC1=C(C(=C(C=C1)F)C(=O)C2=CNC3=C2C=C(C=N3)C4=CC=C(C=C4)Cl)F. Drug 2: CCCCCOC(=O)NC1=NC(=O)N(C=C1F)C2C(C(C(O2)C)O)O. Cell line: U251. Synergy scores: CSS=1.75, Synergy_ZIP=-1.80, Synergy_Bliss=-3.37, Synergy_Loewe=-2.65, Synergy_HSA=-3.04.